From a dataset of Reaction yield outcomes from USPTO patents with 853,638 reactions. Predict the reaction yield, written as a fraction of the theoretical maximum amount of product (1.0 means a 100% yield; for example, 0.34 means a 34% yield). (1) The reactants are Br[C:2]1[CH:9]=[CH:8][C:5]([C:6]#[N:7])=[C:4]([CH3:10])[CH:3]=1.C([O-])([O-])=O.[Na+].[Na+].[CH3:17][O:18][C:19]1[CH:24]=[CH:23][C:22](B(O)O)=[CH:21][CH:20]=1. The catalyst is C1C=CC=CC=1.C(O)C.C1C=CC([P]([Pd]([P](C2C=CC=CC=2)(C2C=CC=CC=2)C2C=CC=CC=2)([P](C2C=CC=CC=2)(C2C=CC=CC=2)C2C=CC=CC=2)[P](C2C=CC=CC=2)(C2C=CC=CC=2)C2C=CC=CC=2)(C2C=CC=CC=2)C2C=CC=CC=2)=CC=1. The product is [CH3:17][O:18][C:19]1[CH:24]=[CH:23][C:22]([C:2]2[CH:9]=[CH:8][C:5]([C:6]#[N:7])=[C:4]([CH3:10])[CH:3]=2)=[CH:21][CH:20]=1. The yield is 0.850. (2) The reactants are [CH3:1][CH:2]([CH3:20])[CH2:3][CH2:4][NH:5][C:6]([C:8]1[N:9]=[N:10][C:11]([N:14]2[CH2:19][CH2:18][NH:17][CH2:16][CH2:15]2)=[CH:12][CH:13]=1)=[O:7].[Cl:21][C:22]1[CH:30]=[CH:29][C:28]([Cl:31])=[CH:27][C:23]=1[C:24](O)=[O:25].N12CCCN=C1CCCCC2.CN(C)CCCN=C=NCC. The catalyst is CN(C=O)C.CCOC(C)=O. The product is [CH3:1][CH:2]([CH3:20])[CH2:3][CH2:4][NH:5][C:6]([C:8]1[N:9]=[N:10][C:11]([N:14]2[CH2:19][CH2:18][N:17]([C:24](=[O:25])[C:23]3[CH:27]=[C:28]([Cl:31])[CH:29]=[CH:30][C:22]=3[Cl:21])[CH2:16][CH2:15]2)=[CH:12][CH:13]=1)=[O:7]. The yield is 0.890. (3) The reactants are C(OC([NH:8][C:9]1[C:10]([N:27]2[CH2:32][CH2:31][CH2:30][C@H:29]([NH:33][C:34](=[O:40])[O:35][C:36]([CH3:39])([CH3:38])[CH3:37])[CH2:28]2)=[C:11]2[CH:17]=[N:16][N:15]([CH2:18][C:19]3[CH:24]=[CH:23][C:22]([O:25][CH3:26])=[CH:21][CH:20]=3)[C:12]2=[N:13][CH:14]=1)=O)(C)(C)C.Cl.O1CCOCC1.C(OC(OC(C)(C)C)=O)(OC(C)(C)C)=O.C(N(CC)CC)C. The catalyst is C1COCC1.CCOC(C)=O. The product is [NH2:8][C:9]1[C:10]([N:27]2[CH2:32][CH2:31][CH2:30][C@H:29]([NH:33][C:34](=[O:40])[O:35][C:36]([CH3:38])([CH3:37])[CH3:39])[CH2:28]2)=[C:11]2[CH:17]=[N:16][N:15]([CH2:18][C:19]3[CH:24]=[CH:23][C:22]([O:25][CH3:26])=[CH:21][CH:20]=3)[C:12]2=[N:13][CH:14]=1. The yield is 0.730. (4) The reactants are [OH:1][C:2]1[CH:3]=[C:4]2[C:9](=[CH:10][CH:11]=1)[CH:8]=[C:7]([CH2:12][NH:13][C:14]13[CH2:21][CH2:20][C:17]([C:22]([O:24][CH3:25])=[O:23])([CH2:18][CH2:19]1)[CH2:16][CH2:15]3)[CH:6]=[CH:5]2.Br[CH2:27][CH2:28][CH2:29][CH2:30][CH2:31][CH2:32][CH3:33].C([O-])([O-])=O.[K+].[K+]. The catalyst is CN(C=O)C.[Cl-].[Na+].O. The yield is 0.610. The product is [CH2:27]([O:1][C:2]1[CH:3]=[C:4]2[C:9](=[CH:10][CH:11]=1)[CH:8]=[C:7]([CH2:12][NH:13][C:14]13[CH2:21][CH2:20][C:17]([C:22]([O:24][CH3:25])=[O:23])([CH2:16][CH2:15]1)[CH2:18][CH2:19]3)[CH:6]=[CH:5]2)[CH2:28][CH2:29][CH2:30][CH2:31][CH2:32][CH3:33]. (5) The reactants are [CH3:1][C:2]([O:5][C:6]([N:8]1[C@@H:15]([C:16]2[CH:21]=[CH:20][C:19]([O:22][CH2:23][C:24]3[CH:29]=[CH:28][CH:27]=[CH:26][CH:25]=3)=[CH:18][CH:17]=2)[CH2:14][CH2:13][C@H:9]1[C:10](O)=[O:11])=[O:7])([CH3:4])[CH3:3].CC[N:32](C(C)C)C(C)C.CN(C(ON1N=NC2C=CC=CC1=2)=[N+](C)C)C.[B-](F)(F)(F)F.C[Si](C)(C)N[Si](C)(C)C.C([O-])(O)=O.[Na+]. The catalyst is CN(C=O)C.O. The product is [NH2:32][C:10]([C@@H:9]1[CH2:13][CH2:14][C@H:15]([C:16]2[CH:21]=[CH:20][C:19]([O:22][CH2:23][C:24]3[CH:29]=[CH:28][CH:27]=[CH:26][CH:25]=3)=[CH:18][CH:17]=2)[N:8]1[C:6]([O:5][C:2]([CH3:4])([CH3:3])[CH3:1])=[O:7])=[O:11]. The yield is 0.870. (6) The reactants are Br[C:2]1[CH:3]=[C:4]([C:8]2([C:21]3[CH:26]=[CH:25][CH:24]=[CH:23][CH:22]=3)[C:20]3[CH:19]=[CH:18][CH:17]=[CH:16][C:15]=3[C:14]3[C:9]2=[CH:10][CH:11]=[CH:12][CH:13]=3)[CH:5]=[CH:6][CH:7]=1.CC(C)([O-])C.[Na+].[NH2:33][C:34]1[CH:39]=[CH:38][CH:37]=[C:36]([CH3:40])[CH:35]=1.C(P(C(C)(C)C)C(C)(C)C)(C)(C)C. The catalyst is C1C=CC(/C=C/C(/C=C/C2C=CC=CC=2)=O)=CC=1.C1C=CC(/C=C/C(/C=C/C2C=CC=CC=2)=O)=CC=1.[Pd].CCCCCC.C1(C)C=CC=CC=1. The product is [CH3:40][C:36]1[CH:35]=[C:34]([NH:33][C:25]2[CH:24]=[CH:23][CH:22]=[C:21]([C:8]3([C:4]4[CH:5]=[CH:6][CH:7]=[CH:2][CH:3]=4)[C:9]4[CH:10]=[CH:11][CH:12]=[CH:13][C:14]=4[C:15]4[C:20]3=[CH:19][CH:18]=[CH:17][CH:16]=4)[CH:26]=2)[CH:39]=[CH:38][CH:37]=1. The yield is 0.820. (7) The reactants are Br[CH2:2][C:3]([C:5]1[C:10]([CH3:11])=[CH:9][C:8]([O:12][C:13]2[CH:18]=[CH:17][CH:16]=[CH:15][CH:14]=2)=[CH:7][C:6]=1[CH3:19])=O.[NH2:20][C:21]([NH2:23])=[S:22]. The catalyst is CCO. The product is [CH3:19][C:6]1[CH:7]=[C:8]([O:12][C:13]2[CH:18]=[CH:17][CH:16]=[CH:15][CH:14]=2)[CH:9]=[C:10]([CH3:11])[C:5]=1[C:3]1[N:20]=[C:21]([NH2:23])[S:22][CH:2]=1. The yield is 0.590. (8) The reactants are [CH2:1]([O:3][C:4](=[O:38])[CH2:5][N:6]1[CH:10]([C:11]2[CH:16]=[CH:15][C:14]([C:17]3[C:22]4[O:23][C:24]5[CH:29]=[CH:28][CH:27]=[CH:26][C:25]=5[C:21]=4[CH:20]=[CH:19][CH:18]=3)=[CH:13][CH:12]=2)[CH2:9][C:8]([C:30]2[CH:35]=[CH:34][C:33]([O:36][CH3:37])=[CH:32][CH:31]=2)=[N:7]1)[CH3:2].C(C1C(=O)C(Cl)=C(Cl)C(=O)C=1C#N)#N. The catalyst is C1C=CC=CC=1. The product is [CH2:1]([O:3][C:4](=[O:38])[CH2:5][N:6]1[C:10]([C:11]2[CH:12]=[CH:13][C:14]([C:17]3[C:22]4[O:23][C:24]5[CH:29]=[CH:28][CH:27]=[CH:26][C:25]=5[C:21]=4[CH:20]=[CH:19][CH:18]=3)=[CH:15][CH:16]=2)=[CH:9][C:8]([C:30]2[CH:31]=[CH:32][C:33]([O:36][CH3:37])=[CH:34][CH:35]=2)=[N:7]1)[CH3:2]. The yield is 0.950.